This data is from Forward reaction prediction with 1.9M reactions from USPTO patents (1976-2016). The task is: Predict the product of the given reaction. Given the reactants [CH:1]1([O:6][C:7]2[CH:15]=[CH:14][C:13]([S:16]([CH3:19])(=[O:18])=[O:17])=[CH:12][C:8]=2[C:9]([OH:11])=O)[CH2:5][CH2:4][CH2:3][CH2:2]1.[N:20]1([C:26]2[S:27][C:28]([C:31]#[N:32])=[CH:29][N:30]=2)[CH2:25][CH2:24][NH:23][CH2:22][CH2:21]1, predict the reaction product. The product is: [CH:1]1([O:6][C:7]2[CH:15]=[CH:14][C:13]([S:16]([CH3:19])(=[O:18])=[O:17])=[CH:12][C:8]=2[C:9]([N:23]2[CH2:24][CH2:25][N:20]([C:26]3[S:27][C:28]([C:31]#[N:32])=[CH:29][N:30]=3)[CH2:21][CH2:22]2)=[O:11])[CH2:2][CH2:3][CH2:4][CH2:5]1.